From a dataset of Full USPTO retrosynthesis dataset with 1.9M reactions from patents (1976-2016). Predict the reactants needed to synthesize the given product. (1) The reactants are: [CH3:1][N:2]([CH2:10][CH2:11][CH2:12][N:13]([CH3:25])[C:14]([C:16]1[CH:21]=[CH:20][C:19]([N+:22]([O-])=O)=[CH:18][CH:17]=1)=[O:15])[C:3](=[O:9])[O:4][C:5]([CH3:8])([CH3:7])[CH3:6].[H][H]. Given the product [NH2:22][C:19]1[CH:20]=[CH:21][C:16]([C:14]([N:13]([CH3:25])[CH2:12][CH2:11][CH2:10][N:2]([CH3:1])[C:3](=[O:9])[O:4][C:5]([CH3:8])([CH3:6])[CH3:7])=[O:15])=[CH:17][CH:18]=1, predict the reactants needed to synthesize it. (2) Given the product [NH2:1][C:2]1[N:3]=[C:4]([Cl:26])[C:5]2[CH2:10][N:9]([C:11]([O:13][CH2:14][CH3:15])=[O:12])[CH2:8][C:6]=2[N:7]=1, predict the reactants needed to synthesize it. The reactants are: [NH2:1][C:2]1[N:3]=[C:4](O)[C:5]2[CH2:10][N:9]([C:11]([O:13][CH2:14][CH3:15])=[O:12])[CH2:8][C:6]=2[N:7]=1.C1(C)C=CC=CC=1.O=P(Cl)(Cl)[Cl:26]. (3) Given the product [Cl:39][C:36]1[CH:37]=[CH:38][C:33]([C@@:13]23[O:32][C@@:10]([CH:51]([OH:53])[CH3:52])([CH2:11][O:12]2)[C@@H:9]([OH:8])[C@H:15]([OH:16])[C@H:14]3[OH:24])=[CH:34][C:35]=1[CH2:40][C:41]1[CH:46]=[CH:45][C:44]([O:47][CH2:48][CH3:49])=[C:43]([F:50])[CH:42]=1, predict the reactants needed to synthesize it. The reactants are: C([O:8][C@H:9]1[C@H:15]([O:16]CC2C=CC=CC=2)[C@@H:14]([O:24]CC2C=CC=CC=2)[C@:13]2([C:33]3[CH:38]=[CH:37][C:36]([Cl:39])=[C:35]([CH2:40][C:41]4[CH:46]=[CH:45][C:44]([O:47][CH2:48][CH3:49])=[C:43]([F:50])[CH:42]=4)[CH:34]=3)[O:32][C@@:10]1([CH:51]([OH:53])[CH3:52])[CH2:11][O:12]2)C1C=CC=CC=1.ClC1C=CC=CC=1Cl. (4) Given the product [CH2:15]([O:14][C:12](=[O:13])[CH:11]([NH:4][C:3]1[CH:5]=[C:6]([F:9])[CH:7]=[CH:8][C:2]=1[F:1])[C:17]1[CH:22]=[CH:21][CH:20]=[CH:19][CH:18]=1)[CH3:16], predict the reactants needed to synthesize it. The reactants are: [F:1][C:2]1[CH:8]=[CH:7][C:6]([F:9])=[CH:5][C:3]=1[NH2:4].Br[CH:11]([C:17]1[CH:22]=[CH:21][CH:20]=[CH:19][CH:18]=1)[C:12]([O:14][CH2:15][CH3:16])=[O:13].CCN(C(C)C)C(C)C. (5) The reactants are: [Cl:1][C:2]1[CH:7]=[CH:6][C:5]([C:8]2[CH:13]=[C:12]([CH:14]([F:16])[F:15])[N:11]3[N:17]=[CH:18][C:19]([C:20]([OH:22])=O)=[C:10]3[N:9]=2)=[CH:4][C:3]=1[CH3:23].[S:24]([C:28]1[CH:29]=[C:30]([NH2:34])[CH:31]=[CH:32][CH:33]=1)(=[O:27])(=[O:26])[NH2:25]. Given the product [S:24]([C:28]1[CH:29]=[C:30]([NH:34][C:20]([C:19]2[CH:18]=[N:17][N:11]3[C:12]([CH:14]([F:16])[F:15])=[CH:13][C:8]([C:5]4[CH:6]=[CH:7][C:2]([Cl:1])=[C:3]([CH3:23])[CH:4]=4)=[N:9][C:10]=23)=[O:22])[CH:31]=[CH:32][CH:33]=1)(=[O:26])(=[O:27])[NH2:25], predict the reactants needed to synthesize it. (6) Given the product [F:20][C:15]1[CH:14]=[C:13]([C:4]2[CH:3]=[C:2]([C:26]3[S:27][CH:28]=[CH:29][N:30]=3)[C:11]3[C:6](=[CH:7][CH:8]=[C:9]([OH:12])[CH:10]=3)[N:5]=2)[CH:18]=[CH:17][C:16]=1[OH:19], predict the reactants needed to synthesize it. The reactants are: Br[C:2]1[C:11]2[C:6](=[CH:7][CH:8]=[C:9]([OH:12])[CH:10]=2)[N:5]=[C:4]([C:13]2[CH:18]=[CH:17][C:16]([OH:19])=[C:15]([F:20])[CH:14]=2)[CH:3]=1.C([Sn](CCCC)(CCCC)[C:26]1[S:27][CH:28]=[CH:29][N:30]=1)CCC. (7) Given the product [CH:37]1[C:38]2[CH:26]([CH2:25][O:24][C:23]([N:11]3[CH2:12][CH2:13][N:8]([C:6]([O:5][C:1]([CH3:4])([CH3:2])[CH3:3])=[O:7])[CH2:9][C@H:10]3[C:14]([OH:16])=[O:15])=[O:39])[C:27]3[C:32](=[CH:31][CH:30]=[CH:29][CH:28]=3)[C:33]=2[CH:34]=[CH:35][CH:36]=1, predict the reactants needed to synthesize it. The reactants are: [C:1]([O:5][C:6]([N:8]1[CH2:13][CH2:12][NH:11][C@H:10]([C:14]([OH:16])=[O:15])[CH2:9]1)=[O:7])([CH3:4])([CH3:3])[CH3:2].C(=O)([O-])[O-].[K+].[K+].[C:23](Cl)(=[O:39])[O:24][CH2:25][CH:26]1[C:38]2[CH:37]=[CH:36][CH:35]=[CH:34][C:33]=2[C:32]2[C:27]1=[CH:28][CH:29]=[CH:30][CH:31]=2.